From a dataset of Catalyst prediction with 721,799 reactions and 888 catalyst types from USPTO. Predict which catalyst facilitates the given reaction. (1) Reactant: Br[CH2:2][C:3]1[C:4]([C:10]2[CH:15]=[CH:14][C:13]([Cl:16])=[CH:12][CH:11]=2)=[CH:5][C:6]([F:9])=[N:7][CH:8]=1.[N:17]1([C:23]([O:25][C:26]([CH3:29])([CH3:28])[CH3:27])=[O:24])[CH2:22][CH2:21][NH:20][CH2:19][CH2:18]1.C(=O)([O-])[O-].[K+].[K+]. Product: [Cl:16][C:13]1[CH:14]=[CH:15][C:10]([C:4]2[CH:5]=[C:6]([F:9])[N:7]=[CH:8][C:3]=2[CH2:2][N:20]2[CH2:19][CH2:18][N:17]([C:23]([O:25][C:26]([CH3:29])([CH3:28])[CH3:27])=[O:24])[CH2:22][CH2:21]2)=[CH:11][CH:12]=1. The catalyst class is: 9. (2) Reactant: [CH:1]([C:3]1[CH:17]=[CH:16][C:6]([O:7][C:8]2[S:12][C:11]([C:13]([NH2:15])=[O:14])=[CH:10][CH:9]=2)=[CH:5][CH:4]=1)=O.[CH2:18]([NH2:23])[CH2:19][CH:20]([CH3:22])[CH3:21].[BH4-].[Na+]. Product: [CH3:21][CH:20]([CH3:22])[CH2:19][CH2:18][NH:23][CH2:1][C:3]1[CH:17]=[CH:16][C:6]([O:7][C:8]2[S:12][C:11]([C:13]([NH2:15])=[O:14])=[CH:10][CH:9]=2)=[CH:5][CH:4]=1. The catalyst class is: 5. (3) Reactant: [CH:1](=[O:13])[C:2]1[CH:12]=[C:9]([O:10][CH3:11])[C:7]([OH:8])=[C:4]([O:5][CH3:6])[CH:3]=1.C(=O)([O-])[O-].[K+].[K+].[CH2:20](Br)[C:21]1[CH:26]=[CH:25][CH:24]=[CH:23][CH:22]=1. Product: [CH2:20]([O:8][C:7]1[C:9]([O:10][CH3:11])=[CH:12][C:2]([CH:1]=[O:13])=[CH:3][C:4]=1[O:5][CH3:6])[C:21]1[CH:26]=[CH:25][CH:24]=[CH:23][CH:22]=1. The catalyst class is: 3. (4) Reactant: Cl[C:2]1[N:7]=[C:6]([CH3:8])[C:5]([O:9][CH2:10][CH2:11][C@H:12]([CH:14]2[CH2:19][CH2:18][N:17]([C:20]3[O:24][N:23]=[C:22]([CH:25]([CH3:27])[CH3:26])[N:21]=3)[CH2:16][CH2:15]2)[CH3:13])=[CH:4][N:3]=1.[C:28]([O:32][C:33](=[O:47])[NH:34][C@@H:35]1[C@@H:39]([N:40]2[CH2:45][CH2:44][CH2:43][CH2:42][C:41]2=[O:46])[CH2:38][NH:37][CH2:36]1)([CH3:31])([CH3:30])[CH3:29].C1CCN2C(=NCCC2)CC1. Product: [C:28]([O:32][C:33](=[O:47])[NH:34][C@@H:35]1[C@@H:39]([N:40]2[CH2:45][CH2:44][CH2:43][CH2:42][C:41]2=[O:46])[CH2:38][N:37]([C:2]2[N:7]=[C:6]([CH3:8])[C:5]([O:9][CH2:10][CH2:11][C@H:12]([CH:14]3[CH2:19][CH2:18][N:17]([C:20]4[O:24][N:23]=[C:22]([CH:25]([CH3:27])[CH3:26])[N:21]=4)[CH2:16][CH2:15]3)[CH3:13])=[CH:4][N:3]=2)[CH2:36]1)([CH3:31])([CH3:29])[CH3:30]. The catalyst class is: 197. (5) Reactant: [C:1]([O:4][C:5](=[O:7])[CH3:6])(=O)[CH3:2].Cl.[C:9]([N:12]1[C:16]2[CH:17]=[CH:18][C:19]([Cl:21])=[CH:20][C:15]=2[S:14][CH:13]1[C:22]1[CH:27]=[C:26]([O:28][CH3:29])[CH:25]=[CH:24][C:23]=1[O:30][CH2:31][CH2:32][CH2:33][N:34](CCO)[CH:35]([CH3:37])[CH3:36])(=[O:11])[CH3:10].N1C=CC=CC=1. Product: [ClH:21].[C:5]([O:4][CH2:1][CH2:2][N:34]([CH2:33][CH2:32][CH2:31][O:30][C:23]1[CH:24]=[CH:25][C:26]([O:28][CH3:29])=[CH:27][C:22]=1[CH:13]1[N:12]([C:9](=[O:11])[CH3:10])[C:16]2[CH:17]=[CH:18][C:19]([Cl:21])=[CH:20][C:15]=2[S:14]1)[CH:35]([CH3:36])[CH3:37])(=[O:7])[CH3:6]. The catalyst class is: 662. (6) Reactant: [CH3:1][O:2][C:3]1[CH:4]=[C:5]([CH:9]2[CH2:13][O:12][CH2:11][CH:10]2[OH:14])[CH:6]=[CH:7][CH:8]=1.[Cr](Cl)(O)(=O)=O.N1C=CC=CC=1.ClCCl. Product: [CH3:1][O:2][C:3]1[CH:4]=[C:5]([CH:9]2[CH2:13][O:12][CH2:11][C:10]2=[O:14])[CH:6]=[CH:7][CH:8]=1. The catalyst class is: 28.